This data is from NCI-60 drug combinations with 297,098 pairs across 59 cell lines. The task is: Regression. Given two drug SMILES strings and cell line genomic features, predict the synergy score measuring deviation from expected non-interaction effect. (1) Drug 1: C1=CC(=CC=C1CCCC(=O)O)N(CCCl)CCCl. Drug 2: C(CC(=O)O)C(=O)CN.Cl. Cell line: M14. Synergy scores: CSS=0.806, Synergy_ZIP=-9.23, Synergy_Bliss=-16.1, Synergy_Loewe=-22.8, Synergy_HSA=-16.2. (2) Synergy scores: CSS=36.0, Synergy_ZIP=-1.78, Synergy_Bliss=-0.681, Synergy_Loewe=-0.670, Synergy_HSA=2.04. Drug 2: C1C(C(OC1N2C=NC(=NC2=O)N)CO)O. Cell line: SW-620. Drug 1: CC(C1=C(C=CC(=C1Cl)F)Cl)OC2=C(N=CC(=C2)C3=CN(N=C3)C4CCNCC4)N. (3) Drug 1: CN1C(=O)N2C=NC(=C2N=N1)C(=O)N. Drug 2: C1=CN(C=N1)CC(O)(P(=O)(O)O)P(=O)(O)O. Cell line: DU-145. Synergy scores: CSS=-3.30, Synergy_ZIP=3.56, Synergy_Bliss=4.45, Synergy_Loewe=-0.414, Synergy_HSA=-0.663. (4) Drug 1: C1C(C(OC1N2C=NC3=C(N=C(N=C32)Cl)N)CO)O. Drug 2: C(CN)CNCCSP(=O)(O)O. Cell line: EKVX. Synergy scores: CSS=-1.90, Synergy_ZIP=0.509, Synergy_Bliss=-1.53, Synergy_Loewe=-1.65, Synergy_HSA=-3.45. (5) Drug 1: C1=CN(C=N1)CC(O)(P(=O)(O)O)P(=O)(O)O. Drug 2: C1C(C(OC1N2C=NC3=C2NC=NCC3O)CO)O. Cell line: OVCAR-4. Synergy scores: CSS=2.19, Synergy_ZIP=-1.01, Synergy_Bliss=-3.39, Synergy_Loewe=-4.30, Synergy_HSA=-2.97. (6) Drug 1: C1CN1P(=S)(N2CC2)N3CC3. Drug 2: CCCCCOC(=O)NC1=NC(=O)N(C=C1F)C2C(C(C(O2)C)O)O. Cell line: SF-539. Synergy scores: CSS=13.2, Synergy_ZIP=-4.46, Synergy_Bliss=-0.102, Synergy_Loewe=-1.55, Synergy_HSA=0.000613. (7) Drug 1: C1C(C(OC1N2C=C(C(=O)NC2=O)F)CO)O. Drug 2: CCC1=C2CN3C(=CC4=C(C3=O)COC(=O)C4(CC)O)C2=NC5=C1C=C(C=C5)O. Cell line: TK-10. Synergy scores: CSS=16.7, Synergy_ZIP=-8.10, Synergy_Bliss=-0.516, Synergy_Loewe=-2.42, Synergy_HSA=-0.182. (8) Drug 1: CCN(CC)CCNC(=O)C1=C(NC(=C1C)C=C2C3=C(C=CC(=C3)F)NC2=O)C. Drug 2: CC1C(C(CC(O1)OC2CC(CC3=C2C(=C4C(=C3O)C(=O)C5=CC=CC=C5C4=O)O)(C(=O)C)O)N)O. Cell line: HCC-2998. Synergy scores: CSS=60.6, Synergy_ZIP=-1.60, Synergy_Bliss=-0.149, Synergy_Loewe=-30.1, Synergy_HSA=1.17. (9) Drug 1: CC12CCC3C(C1CCC2OP(=O)(O)O)CCC4=C3C=CC(=C4)OC(=O)N(CCCl)CCCl.[Na+]. Drug 2: N.N.Cl[Pt+2]Cl. Cell line: SK-MEL-28. Synergy scores: CSS=25.7, Synergy_ZIP=-14.2, Synergy_Bliss=-4.68, Synergy_Loewe=-1.92, Synergy_HSA=-1.72. (10) Drug 2: C1CNP(=O)(OC1)N(CCCl)CCCl. Synergy scores: CSS=4.22, Synergy_ZIP=5.00, Synergy_Bliss=10.8, Synergy_Loewe=1.69, Synergy_HSA=2.59. Drug 1: CN1C(=O)N2C=NC(=C2N=N1)C(=O)N. Cell line: SF-539.